From a dataset of Catalyst prediction with 721,799 reactions and 888 catalyst types from USPTO. Predict which catalyst facilitates the given reaction. (1) Reactant: [CH3:1][C:2]1[N:3]=[C:4]([C:7]([OH:10])([CH3:9])[CH3:8])[S:5][CH:6]=1.C1C(=O)N([Br:18])C(=O)C1. Product: [Br:18][C:6]1[S:5][C:4]([C:7]([OH:10])([CH3:9])[CH3:8])=[N:3][C:2]=1[CH3:1]. The catalyst class is: 31. (2) Product: [C:79]1([S:76]([N:73]2[C:55]3=[N:54][CH:53]=[C:48]([CH2:49][CH:50]([OH:57])[CH2:51][OH:61])[CH:47]=[C:56]3[CH:69]=[CH:70]2)(=[O:78])=[O:77])[CH:84]=[CH:83][CH:82]=[CH:81][CH:80]=1. Reactant: CC[C@H]1[C@H]2C[C@H]([C@H](OC3C4C(=CC=CC=4)C(O[C@H]([C:47]4[CH:56]=[CH:55][N:54]=[C:53]5[C:48]=4[CH:49]=[C:50]([O:57]C)[CH:51]=C5)[C@@H]4N5C[C@H](CC)[C@@H](CC5)C4)=NN=3)[C:47]3[CH:56]=[CH:55][N:54]=[C:53]4[C:48]=3[CH:49]=[C:50]([O:57]C)[CH:51]=C4)N(CC2)C1.CS([NH-])(=O)=[O:61].C(C1C=[C:69]2C=C[N:73]([S:76]([C:79]3[CH:84]=[CH:83][CH:82]=[CH:81][CH:80]=3)(=[O:78])=[O:77])[C:70]2=NC=1)C=C.S([O-])([O-])=O.[Na+].[Na+]. The catalyst class is: 371. (3) Reactant: [Si:1]([O:8][CH2:9][CH2:10][OH:11])([C:4]([CH3:7])([CH3:6])[CH3:5])([CH3:3])[CH3:2].[Br:12][CH2:13][CH2:14][CH2:15][CH2:16][CH2:17][CH2:18]Br.[OH-].[Na+]. Product: [Br:12][CH2:13][CH2:14][CH2:15][CH2:16][CH2:17][CH2:18][O:11][CH2:10][CH2:9][O:8][Si:1]([C:4]([CH3:6])([CH3:7])[CH3:5])([CH3:3])[CH3:2]. The catalyst class is: 568.